This data is from Forward reaction prediction with 1.9M reactions from USPTO patents (1976-2016). The task is: Predict the product of the given reaction. (1) Given the reactants [C:1]([C:5]1[CH:6]=[C:7]([C:16]2[O:17][CH:18]=[C:19]([CH2:21][CH2:22][O:23][C:24]3[CH:29]=[CH:28][C:27]([C:30](=O)[CH3:31])=[CH:26][CH:25]=3)[N:20]=2)[CH:8]=[C:9]([C:12]([CH3:15])([CH3:14])[CH3:13])[C:10]=1[OH:11])([CH3:4])([CH3:3])[CH3:2].C([BH3-])#N.[Na+].[CH3:37][NH:38][CH3:39].[ClH:40], predict the reaction product. The product is: [ClH:40].[C:12]([C:9]1[CH:8]=[C:7]([C:16]2[O:17][CH:18]=[C:19]([CH2:21][CH2:22][O:23][C:24]3[CH:25]=[CH:26][C:27]([CH:30]([N:38]([CH3:39])[CH3:37])[CH3:31])=[CH:28][CH:29]=3)[N:20]=2)[CH:6]=[C:5]([C:1]([CH3:3])([CH3:2])[CH3:4])[C:10]=1[OH:11])([CH3:13])([CH3:15])[CH3:14]. (2) Given the reactants [Cl:1][C:2]1[CH:3]=[C:4]2[N:11]([CH2:12][O:13][CH2:14][CH2:15][Si:16]([CH3:19])([CH3:18])[CH3:17])[C:10]([O:20][C@H:21]3[CH2:30][O:29][C@H:28]4[C@@H:23]([O:24][CH:25]([C:31]5[CH:36]=[CH:35][CH:34]=[CH:33][CH:32]=5)[O:26][CH2:27]4)[CH2:22]3)=[N:9][C:5]2=[N:6][C:7]=1I.[B:37]1([C:46]2[CH:51]=[CH:50][C:49](B3OC(C)(C)C(C)(C)O3)=[CH:48][CH:47]=2)[O:41][C:40]([CH3:43])([CH3:42])[C:39]([CH3:45])([CH3:44])[O:38]1, predict the reaction product. The product is: [Cl:1][C:2]1[CH:3]=[C:4]2[N:11]([CH2:12][O:13][CH2:14][CH2:15][Si:16]([CH3:19])([CH3:18])[CH3:17])[C:10]([O:20][C@H:21]3[CH2:30][O:29][C@H:28]4[C@@H:23]([O:24][CH:25]([C:31]5[CH:36]=[CH:35][CH:34]=[CH:33][CH:32]=5)[O:26][CH2:27]4)[CH2:22]3)=[N:9][C:5]2=[N:6][C:7]=1[C:49]1[CH:50]=[CH:51][C:46]([B:37]2[O:41][C:40]([CH3:43])([CH3:42])[C:39]([CH3:45])([CH3:44])[O:38]2)=[CH:47][CH:48]=1. (3) Given the reactants [O:1]=[C:2]1[CH:6]([C:7](OCC)=[O:8])[CH2:5][CH2:4][N:3]1[C:12]1[CH:21]=[C:20]2[C:15]([CH:16]=[C:17]([C:23]3[CH:28]=[CH:27][CH:26]=[CH:25][C:24]=3[C:29]([F:32])([F:31])[F:30])[NH:18][C:19]2=[O:22])=[CH:14][CH:13]=1.[BH4-].[Na+].[Cl-].[Ca+2].[Cl-], predict the reaction product. The product is: [OH:8][CH2:7][CH:6]1[CH2:5][CH2:4][N:3]([C:12]2[CH:21]=[C:20]3[C:15]([CH:16]=[C:17]([C:23]4[CH:28]=[CH:27][CH:26]=[CH:25][C:24]=4[C:29]([F:32])([F:30])[F:31])[NH:18][C:19]3=[O:22])=[CH:14][CH:13]=2)[C:2]1=[O:1]. (4) Given the reactants [CH2:1]([C:4]1[C:5]([OH:38])=[C:6]([C:35]([OH:37])=[O:36])[C:7](=[O:34])[N:8]([CH2:23][C:24]2[CH:29]=[CH:28][C:27]([O:30][CH3:31])=[CH:26][C:25]=2[O:32][CH3:33])[C:9]=1[C:10]1[CH:11]=[C:12]2[C:16](=[CH:17][CH:18]=1)[NH:15][C:14]([CH2:19][N:20]([CH3:22])[CH3:21])=[CH:13]2)[CH:2]=[CH2:3], predict the reaction product. The product is: [CH3:33][O:32][C:25]1[CH:26]=[C:27]([O:30][CH3:31])[CH:28]=[CH:29][C:24]=1[CH2:23][N:8]1[C:9]([C:10]2[CH:11]=[C:12]3[C:16](=[CH:17][CH:18]=2)[NH:15][C:14]([CH2:19][N:20]([CH3:22])[CH3:21])=[CH:13]3)=[C:4]([CH2:1][CH2:2][CH3:3])[C:5]([OH:38])=[C:6]([C:35]([OH:37])=[O:36])[C:7]1=[O:34]. (5) Given the reactants [C:1]([O:5][C:6]([N:8]1[CH2:13][CH2:12][C:11]([C:17]2[CH:18]=[N:19][CH:20]=[CH:21][CH:22]=2)([C:14](O)=[O:15])[CH2:10][CH2:9]1)=[O:7])([CH3:4])([CH3:3])[CH3:2].B.C1COCC1, predict the reaction product. The product is: [OH:15][CH2:14][C:11]1([C:17]2[CH:18]=[N:19][CH:20]=[CH:21][CH:22]=2)[CH2:10][CH2:9][N:8]([C:6]([O:5][C:1]([CH3:3])([CH3:4])[CH3:2])=[O:7])[CH2:13][CH2:12]1. (6) The product is: [CH2:1]([N:8]1[CH2:9][CH2:10][C:11](=[O:14])[CH:17]([C:18]([O:20][CH2:21][CH3:22])=[O:19])[CH2:12][CH2:13]1)[C:2]1[CH:7]=[CH:6][CH:5]=[CH:4][CH:3]=1. Given the reactants [CH2:1]([N:8]1[CH2:13][CH2:12][C:11](=[O:14])[CH2:10][CH2:9]1)[C:2]1[CH:7]=[CH:6][CH:5]=[CH:4][CH:3]=1.[N+](=[CH:17][C:18]([O:20][CH2:21][CH3:22])=[O:19])=[N-].C(=O)(O)[O-].[Na+], predict the reaction product. (7) Given the reactants [OH-].[Na+].[C:3](#[N:6])[CH:4]=[CH2:5].[N+:7]([C:10]1[CH:15]=[CH:14][CH:13]=[CH:12][C:11]=1[CH3:16])([O-:9])=[O:8], predict the reaction product. The product is: [C:3](#[N:6])[CH:4]=[CH2:5].[N+:7]([C:10]1[CH:15]=[CH:14][CH:13]=[CH:12][C:11]=1[CH2:16][CH2:5][CH2:4][C:3]#[N:6])([O-:9])=[O:8].